From a dataset of Forward reaction prediction with 1.9M reactions from USPTO patents (1976-2016). Predict the product of the given reaction. (1) Given the reactants C(OC([NH:8][C@@H:9]([CH:20]([CH3:22])[CH3:21])[C:10]([N:12]1[CH2:16][C@@H:15]([F:17])[CH2:14][C@H:13]1[C:18]#[N:19])=[O:11])=O)(C)(C)C.Cl, predict the reaction product. The product is: [NH2:8][C@@H:9]([CH:20]([CH3:22])[CH3:21])[C:10]([N:12]1[CH2:16][C@@H:15]([F:17])[CH2:14][C@H:13]1[C:18]#[N:19])=[O:11]. (2) Given the reactants [F:1][C:2]1[C:7]([F:8])=[CH:6][C:5]([C:9]2[CH:14]=[CH:13][C:12]([O:15][CH2:16][C:17]3[CH:18]=[C:19]([CH:30]=[CH:31][CH:32]=3)[C:20]([N:22]3[CH2:29][CH2:28][CH2:27][C@H:23]3[C:24]([OH:26])=[O:25])=[O:21])=[CH:11][CH:10]=2)=[C:4]([CH:33]=O)[CH:3]=1.C([O-])(=O)C.[Na+].Cl.[NH2:41][OH:42].C(OC(=O)C)(=O)C, predict the reaction product. The product is: [F:1][C:2]1[C:7]([F:8])=[CH:6][C:5]([C:9]2[CH:14]=[CH:13][C:12]([O:15][CH2:16][C:17]3[CH:18]=[C:19]([CH:30]=[CH:31][CH:32]=3)[C:20]([N:22]3[CH2:29][CH2:28][CH2:27][C@H:23]3[C:24]([OH:26])=[O:25])=[O:21])=[CH:11][CH:10]=2)=[C:4]([CH:33]=[N:41][OH:42])[CH:3]=1. (3) Given the reactants [CH3:1][C@:2]1([C:28]2[CH:33]=[CH:32][CH:31]=[C:30]([CH3:34])[CH:29]=2)[O:6][C:5](=[O:7])[N:4]([C:8]([C:21]2[CH:26]=[CH:25][CH:24]=[CH:23][CH:22]=2)([C:15]2[CH:20]=[CH:19][CH:18]=[CH:17][CH:16]=2)[C:9]2[CH:14]=[CH:13][CH:12]=[CH:11][CH:10]=2)[C:3]1=[O:27].[Br:35]NC(=O)CCC(N)=O.CC(N=NC(C#N)(C)C)(C#N)C, predict the reaction product. The product is: [Br:35][CH2:1][C@:2]1([C:28]2[CH:33]=[CH:32][CH:31]=[C:30]([CH3:34])[CH:29]=2)[O:6][C:5](=[O:7])[N:4]([C:8]([C:15]2[CH:20]=[CH:19][CH:18]=[CH:17][CH:16]=2)([C:9]2[CH:10]=[CH:11][CH:12]=[CH:13][CH:14]=2)[C:21]2[CH:22]=[CH:23][CH:24]=[CH:25][CH:26]=2)[C:3]1=[O:27]. (4) The product is: [Br:1][C:2]1[CH:7]=[C:6]([F:8])[CH:5]=[CH:4][C:3]=1[CH2:9][CH2:10][NH:31][C:38](=[O:37])[O:16][CH2:15][CH3:14]. Given the reactants [Br:1][C:2]1[CH:7]=[C:6]([F:8])[CH:5]=[CH:4][C:3]=1[CH2:9][CH2:10]C(O)=O.[CH3:14][CH2:15][OH:16].C1(P([N:31]=[N+]=[N-])(C2C=CC=CC=2)=O)C=CC=CC=1.C1[CH2:38][O:37]CC1, predict the reaction product.